Dataset: Retrosynthesis with 50K atom-mapped reactions and 10 reaction types from USPTO. Task: Predict the reactants needed to synthesize the given product. (1) Given the product CC(=O)c1ccc2c(c1)CC(=O)N2, predict the reactants needed to synthesize it. The reactants are: CC(=O)Cl.O=C1Cc2ccccc2N1. (2) Given the product CC(C)(C)OC(=O)N1[C@@H](CCc2ccc(NC(=O)c3ccc(Cl)cn3)cc2)COC1(C)C, predict the reactants needed to synthesize it. The reactants are: CC(C)(C)OC(=O)N1[C@@H](CCc2ccc(N)cc2)COC1(C)C.O=C(O)c1ccc(Cl)cn1. (3) Given the product CS(=O)(=O)Nc1cc(Br)cc(C#N)c1, predict the reactants needed to synthesize it. The reactants are: CS(=O)(=O)Cl.N#Cc1cc(N)cc(Br)c1. (4) The reactants are: CNCCO.COC(=O)[C@@H](C)Oc1cccc2ncnc(Nc3ccc4c(cnn4Cc4cscn4)c3)c12. Given the product C[C@@H](Oc1cccc2ncnc(Nc3ccc4c(cnn4Cc4cscn4)c3)c12)C(=O)N(C)CCO, predict the reactants needed to synthesize it. (5) Given the product CC(C)(C)OC(=O)N1CC=C[C@H]1CCO, predict the reactants needed to synthesize it. The reactants are: COC(=O)C[C@@H]1C=CCN1C(=O)OC(C)(C)C. (6) Given the product COC(=O)C1=CCC(COC(C)(C)C)CC1(C)c1ccc(Cl)c(C(F)(F)F)c1, predict the reactants needed to synthesize it. The reactants are: C=C(C)C.COC(=O)C1=CCC(CO)CC1(C)c1ccc(Cl)c(C(F)(F)F)c1. (7) The reactants are: COC(=O)C1(NC(=O)c2cc3ccccc3cc2NC(=O)Nc2c(Cl)cc(Cl)cc2Cl)CCCCCC1. Given the product O=C(Nc1cc2ccccc2cc1C(=O)NC1(C(=O)O)CCCCCC1)Nc1c(Cl)cc(Cl)cc1Cl, predict the reactants needed to synthesize it.